From a dataset of Forward reaction prediction with 1.9M reactions from USPTO patents (1976-2016). Predict the product of the given reaction. (1) Given the reactants C[O:2][C:3](=[O:18])[C:4]1[CH:9]=[C:8]([NH:10][C@H:11]([CH2:13][CH3:14])[CH3:12])[N:7]=[C:6]([C:15](=[O:17])[CH3:16])[CH:5]=1.[OH-].[Li+].Cl, predict the reaction product. The product is: [C:15]([C:6]1[CH:5]=[C:4]([CH:9]=[C:8]([NH:10][C@H:11]([CH2:13][CH3:14])[CH3:12])[N:7]=1)[C:3]([OH:18])=[O:2])(=[O:17])[CH3:16]. (2) Given the reactants [N+:1]([C:4]1[CH:9]=[CH:8][C:7]([N:10]2[CH2:15][CH2:14][CH:13]([C:16]([OH:18])=O)[CH2:12][CH2:11]2)=[CH:6][CH:5]=1)([O-:3])=[O:2].[NH:19]([CH3:21])[CH3:20].CN(C(ON1N=NC2C=CC=NC1=2)=[N+](C)C)C.F[P-](F)(F)(F)(F)F.CCN(C(C)C)C(C)C, predict the reaction product. The product is: [CH3:20][N:19]([CH3:21])[C:16]([CH:13]1[CH2:12][CH2:11][N:10]([C:7]2[CH:6]=[CH:5][C:4]([N+:1]([O-:3])=[O:2])=[CH:9][CH:8]=2)[CH2:15][CH2:14]1)=[O:18]. (3) The product is: [Si:26]([O:1][CH2:2][C@@H:3]([NH:12][C:13]1[C:22]2[C:17](=[CH:18][CH:19]=[CH:20][CH:21]=2)[N:16]=[CH:15][C:14]=1[N+:23]([O-:25])=[O:24])[CH2:4][C:5]1[CH:10]=[CH:9][C:8]([O:11][Si:26]([C:29]([CH3:32])([CH3:31])[CH3:30])([CH3:28])[CH3:27])=[CH:7][CH:6]=1)([C:29]([CH3:32])([CH3:31])[CH3:30])([CH3:28])[CH3:27]. Given the reactants [OH:1][CH2:2][C@@H:3]([NH:12][C:13]1[C:22]2[C:17](=[CH:18][CH:19]=[CH:20][CH:21]=2)[N:16]=[CH:15][C:14]=1[N+:23]([O-:25])=[O:24])[CH2:4][C:5]1[CH:10]=[CH:9][C:8]([OH:11])=[CH:7][CH:6]=1.[Si:26](Cl)([C:29]([CH3:32])([CH3:31])[CH3:30])([CH3:28])[CH3:27], predict the reaction product. (4) Given the reactants [CH2:1]([OH:19])[CH2:2][CH2:3][CH2:4][CH2:5][CH2:6][CH2:7][CH2:8]/[CH:9]=[CH:10]\[CH2:11][CH2:12][CH2:13][CH2:14][CH2:15][CH2:16][CH2:17][CH3:18], predict the reaction product. The product is: [C:1]([O:19][CH2:1][CH2:2][CH2:3][CH2:4][CH2:5][CH2:6][CH2:7][CH2:8]/[CH:9]=[CH:10]\[CH2:11][CH2:12][CH2:13][CH2:14][CH2:15][CH2:16][CH2:17][CH3:18])(=[O:19])[CH2:2][CH2:3][CH2:4][CH2:5][CH2:6][CH2:7][CH2:8]/[CH:9]=[CH:10]\[CH2:11][CH2:12][CH2:13][CH2:14][CH2:15][CH2:16][CH2:17][CH3:18]. (5) Given the reactants [F:1][C:2]1[C:3]([C:22]2([OH:28])[CH2:27][CH2:26][NH:25][CH2:24][CH2:23]2)=[N:4][N:5]([C:14]2[CH:19]=[CH:18][C:17]([O:20][CH3:21])=[CH:16][CH:15]=2)[C:6]=1[C:7]1[CH:12]=[CH:11][C:10]([CH3:13])=[CH:9][CH:8]=1.ClC(Cl)(O[C:33](=[O:39])OC(Cl)(Cl)Cl)Cl.C(N(CC)CC)C.Cl.[CH3:49][NH:50][OH:51], predict the reaction product. The product is: [F:1][C:2]1[C:3]([C:22]2([OH:28])[CH2:23][CH2:24][N:25]([C:33](=[O:39])[N:50]([OH:51])[CH3:49])[CH2:26][CH2:27]2)=[N:4][N:5]([C:14]2[CH:15]=[CH:16][C:17]([O:20][CH3:21])=[CH:18][CH:19]=2)[C:6]=1[C:7]1[CH:12]=[CH:11][C:10]([CH3:13])=[CH:9][CH:8]=1. (6) Given the reactants [Br:1][C:2]1[CH:3]=[C:4]2[C:8](=[CH:9][CH:10]=1)[NH:7][CH2:6][CH2:5]2.[N+:11]([O-])([O-:13])=[O:12].[K+].C([O-])([O-])=O.[Na+].[Na+], predict the reaction product. The product is: [Br:1][C:2]1[CH:3]=[C:4]2[C:8](=[CH:9][C:10]=1[N+:11]([O-:13])=[O:12])[NH:7][CH2:6][CH2:5]2.